Dataset: Rat liver microsome stability data. Task: Regression/Classification. Given a drug SMILES string, predict its absorption, distribution, metabolism, or excretion properties. Task type varies by dataset: regression for continuous measurements (e.g., permeability, clearance, half-life) or binary classification for categorical outcomes (e.g., BBB penetration, CYP inhibition). Dataset: rlm. (1) The drug is Nc1nnc(-c2cc(Cl)cc(Cl)c2)c(-c2ccccc2)n1. The result is 0 (unstable in rat liver microsomes). (2) The drug is N#CC1(Cc2ccccc2)CCN(c2c(C(=O)N3CCN(C(=O)C4CC4)CC3)cnc3ccc(F)cc23)CC1. The result is 1 (stable in rat liver microsomes). (3) The molecule is COc1ccnc(Oc2ccc3c(c2)c(=O)ncn3Cc2c(F)cc(F)cc2F)c1C(F)(F)F. The result is 1 (stable in rat liver microsomes). (4) The molecule is Fc1ccc(Nc2nc(-c3ccncc3)cc3ccccc23)cc1F. The result is 1 (stable in rat liver microsomes). (5) The compound is CC(C)[C@@H](NS(=O)(=O)c1ccc2c(c1)sc1cc(NC(=O)Nc3ccccc3)ccc12)C(=O)O. The result is 0 (unstable in rat liver microsomes).